From a dataset of Forward reaction prediction with 1.9M reactions from USPTO patents (1976-2016). Predict the product of the given reaction. The product is: [CH3:1][O:2][C:3]([N:5]1[C@H:13]2[C@H:8]([C@:9]([O:23][C:24](=[O:27])[CH2:25][CH3:26])([C:14]#[C:15][C:16]3[CH:17]=[C:18]([CH3:22])[CH:19]=[CH:20][CH:21]=3)[CH2:10][CH2:11][CH2:12]2)[CH2:7][CH2:6]1)=[O:4]. Given the reactants [CH3:1][O:2][C:3]([N:5]1[C@@H:13]2[C@@H:8]([C@@:9]([OH:23])([C:14]#[C:15][C:16]3[CH:17]=[C:18]([CH3:22])[CH:19]=[CH:20][CH:21]=3)[CH2:10][CH2:11][CH2:12]2)[CH2:7][CH2:6]1)=[O:4].[C:24](O)(=[O:27])[CH2:25][CH3:26], predict the reaction product.